This data is from Peptide-MHC class I binding affinity with 185,985 pairs from IEDB/IMGT. The task is: Regression. Given a peptide amino acid sequence and an MHC pseudo amino acid sequence, predict their binding affinity value. This is MHC class I binding data. (1) The binding affinity (normalized) is 0. The MHC is HLA-A23:01 with pseudo-sequence HLA-A23:01. The peptide sequence is AFDLSHFLK. (2) The peptide sequence is QVAINQVRR. The MHC is HLA-A68:01 with pseudo-sequence HLA-A68:01. The binding affinity (normalized) is 0.571. (3) The peptide sequence is TTTDGYAHV. The MHC is HLA-B15:17 with pseudo-sequence HLA-B15:17. The binding affinity (normalized) is 0.0847. (4) The peptide sequence is LTDRELLLL. The MHC is HLA-A02:19 with pseudo-sequence HLA-A02:19. The binding affinity (normalized) is 0.0847. (5) The peptide sequence is SVDIETAIRA. The MHC is HLA-A68:02 with pseudo-sequence HLA-A68:02. The binding affinity (normalized) is 0.378. (6) The peptide sequence is TAVAPSMTM. The MHC is HLA-B35:01 with pseudo-sequence HLA-B35:01. The binding affinity (normalized) is 0.745.